From a dataset of Reaction yield outcomes from USPTO patents with 853,638 reactions. Predict the reaction yield, written as a fraction of the theoretical maximum amount of product (1.0 means a 100% yield; for example, 0.34 means a 34% yield). (1) The reactants are [C:8](O[C:8]([C:10]([F:13])([F:12])[F:11])=[O:9])([C:10]([F:13])([F:12])[F:11])=[O:9].[C:14]1([CH:20]([C:23]2[CH:28]=[CH:27][CH:26]=[CH:25][CH:24]=2)[CH2:21][NH2:22])[CH:19]=[CH:18][CH:17]=[CH:16][CH:15]=1. No catalyst specified. The product is [C:23]1([CH:20]([C:14]2[CH:15]=[CH:16][CH:17]=[CH:18][CH:19]=2)[CH2:21][NH:22][C:8](=[O:9])[C:10]([F:11])([F:12])[F:13])[CH:24]=[CH:25][CH:26]=[CH:27][CH:28]=1. The yield is 0.320. (2) The reactants are [CH:1]1([CH:4]([C:8]2[CH:13]=[CH:12][CH:11]=[CH:10][CH:9]=2)[C:5]([OH:7])=O)[CH2:3][CH2:2]1.FC(F)(F)C(O)=O.[CH3:21][N:22]1[CH2:27][CH2:26][CH:25]([O:28][C:29]2[CH:34]=[CH:33][C:32]([C:35]3[C:43]4[C:38](=[CH:39][CH:40]=[C:41]([NH2:44])[CH:42]=4)[NH:37][N:36]=3)=[CH:31][CH:30]=2)[CH2:24][CH2:23]1.CCN(C(C)C)C(C)C.CN(C(ON1N=NC2C=CC=CC1=2)=[N+](C)C)C.[B-](F)(F)(F)F. The catalyst is CN(C=O)C. The product is [CH:1]1([CH:4]([C:8]2[CH:13]=[CH:12][CH:11]=[CH:10][CH:9]=2)[C:5]([NH:44][C:41]2[CH:42]=[C:43]3[C:38](=[CH:39][CH:40]=2)[NH:37][N:36]=[C:35]3[C:32]2[CH:33]=[CH:34][C:29]([O:28][CH:25]3[CH2:26][CH2:27][N:22]([CH3:21])[CH2:23][CH2:24]3)=[CH:30][CH:31]=2)=[O:7])[CH2:2][CH2:3]1. The yield is 0.510. (3) The reactants are [OH:1][C:2]1[CH:7]=[CH:6][CH:5]=[CH:4][C:3]=1[C:8](=[O:10])[CH3:9].[C:11]([N:19]1[CH2:24][CH2:23][C:22](=O)[CH2:21][CH2:20]1)(=[O:18])[C:12]1[CH:17]=[CH:16][CH:15]=[CH:14][CH:13]=1.N1CCCC1. The catalyst is CO.C(N1CCC(=O)CC1)(=O)C1C=CC=CC=1. The product is [C:11]([N:19]1[CH2:24][CH2:23][C:22]2([CH2:9][C:8](=[O:10])[C:3]3[C:2](=[CH:7][CH:6]=[CH:5][CH:4]=3)[O:1]2)[CH2:21][CH2:20]1)(=[O:18])[C:12]1[CH:17]=[CH:16][CH:15]=[CH:14][CH:13]=1. The yield is 0.938. (4) The reactants are [CH:1]([O:3][CH2:4][CH2:5][OH:6])=[CH2:2].C1(P(C2C=CC=CC=2)C2C=CC=CC=2)C=CC=CC=1.O[N:27]1[C:31](=[O:32])[C:30]2=[CH:33][CH:34]=[CH:35][CH:36]=[C:29]2[C:28]1=[O:37].CCOC(/N=N/C(OCC)=O)=O. The catalyst is O1CCCC1. The product is [CH:1]([O:3][CH2:4][CH2:5][O:6][N:27]1[C:31](=[O:32])[C:30]2[C:29](=[CH:36][CH:35]=[CH:34][CH:33]=2)[C:28]1=[O:37])=[CH2:2]. The yield is 0.530. (5) The reactants are C([NH:8][C:9]1[N:14]=[CH:13][C:12]([N:15]([CH3:35])[C:16](=[O:34])[C:17]([C:20]2[CH:25]=[C:24]([C:26]([F:29])([F:28])[F:27])[CH:23]=[C:22]([C:30]([F:33])([F:32])[F:31])[CH:21]=2)([CH3:19])[CH3:18])=[C:11]([C:36]2[CH:41]=[CH:40][CH:39]=[CH:38][C:37]=2[CH3:42])[CH:10]=1)C1C=CC=CC=1.Cl. The catalyst is C(O)C.CO.[Pd]. The product is [NH2:8][C:9]1[N:14]=[CH:13][C:12]([N:15]([CH3:35])[C:16](=[O:34])[C:17]([C:20]2[CH:21]=[C:22]([C:30]([F:31])([F:32])[F:33])[CH:23]=[C:24]([C:26]([F:29])([F:27])[F:28])[CH:25]=2)([CH3:19])[CH3:18])=[C:11]([C:36]2[CH:41]=[CH:40][CH:39]=[CH:38][C:37]=2[CH3:42])[CH:10]=1. The yield is 0.810. (6) The reactants are [CH2:1]([N:8]1[CH2:13][CH2:12][C:11](=[C:14]([C:17]2[CH:22]=[CH:21][C:20]([C:23]([F:26])([F:25])[F:24])=[CH:19][C:18]=2[F:27])[O:15]C)[CH2:10][CH2:9]1)[C:2]1[CH:7]=[CH:6][CH:5]=[CH:4][CH:3]=1.[OH-].[Na+]. The catalyst is CC(C)=O.Cl. The product is [CH2:1]([N:8]1[CH2:9][CH2:10][CH:11]([C:14]([C:17]2[CH:22]=[CH:21][C:20]([C:23]([F:26])([F:24])[F:25])=[CH:19][C:18]=2[F:27])=[O:15])[CH2:12][CH2:13]1)[C:2]1[CH:7]=[CH:6][CH:5]=[CH:4][CH:3]=1. The yield is 0.920.